This data is from Forward reaction prediction with 1.9M reactions from USPTO patents (1976-2016). The task is: Predict the product of the given reaction. The product is: [NH2:19][C:20]([NH2:22])=[O:21].[NH2:19][C:10]1[CH:15]=[CH:14][CH:13]=[CH:12][CH:11]=1. Given the reactants C=O.C(=O)C.C(=O)CC.[C:10]1(CC=O)[CH:15]=[CH:14][CH:13]=[CH:12][CH:11]=1.[NH2:19][C:20]([NH2:22])=[O:21], predict the reaction product.